Dataset: Full USPTO retrosynthesis dataset with 1.9M reactions from patents (1976-2016). Task: Predict the reactants needed to synthesize the given product. (1) Given the product [C:1]([O:5][C:6](=[O:14])[NH:7][C:8]1[CH:9]=[N:10][CH:11]=[CH:12][C:13]=1[I:20])([CH3:4])([CH3:2])[CH3:3], predict the reactants needed to synthesize it. The reactants are: [C:1]([O:5][C:6](=[O:14])[NH:7][C:8]1[CH:9]=[N:10][CH:11]=[CH:12][CH:13]=1)([CH3:4])([CH3:3])[CH3:2].C([Li])(C)(C)C.[I:20]I.[NH4+].[Cl-]. (2) Given the product [Br:1][C:2]1[CH:3]=[C:4]([CH2:14][C:16]#[N:17])[C:5](=[O:13])[N:6]([CH2:8][C:9]([F:12])([F:11])[F:10])[CH:7]=1, predict the reactants needed to synthesize it. The reactants are: [Br:1][C:2]1[CH:3]=[C:4]([CH2:14]Br)[C:5](=[O:13])[N:6]([CH2:8][C:9]([F:12])([F:11])[F:10])[CH:7]=1.[C-:16]#[N:17].[Na+]. (3) Given the product [Cl:30][C:28]1[CH:29]=[C:24]([N:8]([CH2:7][C:6]2[CH:15]=[CH:16][C:3]([O:2][CH3:1])=[CH:4][CH:5]=2)[C:9]2[CH:14]=[CH:13][CH:12]=[CH:11][CH:10]=2)[C:25]2[N:26]([CH:31]=[CH:32][N:33]=2)[N:27]=1, predict the reactants needed to synthesize it. The reactants are: [CH3:1][O:2][C:3]1[CH:16]=[CH:15][C:6]([CH2:7][NH:8][C:9]2[CH:14]=[CH:13][CH:12]=[CH:11][CH:10]=2)=[CH:5][CH:4]=1.CC(C)([O-])C.[K+].Br[C:24]1[C:25]2[N:26]([CH:31]=[CH:32][N:33]=2)[N:27]=[C:28]([Cl:30])[CH:29]=1. (4) The reactants are: [CH2:1]([N:4]1[CH2:9][CH2:8][N:7]([CH3:10])[CH2:6][CH2:5]1)[CH:2]=[CH2:3].B1C2CCCC1CCC2.Br[C:21]1[CH:22]=[C:23]([CH:25]=[C:26]([C:28]([F:31])([F:30])[F:29])[CH:27]=1)[NH2:24].C(=O)([O-])[O-].[K+].[K+]. Given the product [CH3:10][N:7]1[CH2:8][CH2:9][N:4]([CH2:1][CH2:2][CH2:3][C:21]2[CH:22]=[C:23]([NH2:24])[CH:25]=[C:26]([C:28]([F:31])([F:29])[F:30])[CH:27]=2)[CH2:5][CH2:6]1, predict the reactants needed to synthesize it. (5) Given the product [F:1][C:2]1[CH:28]=[C:27]([F:29])[CH:26]=[CH:25][C:3]=1[CH2:4][N:5]1[CH2:10][CH2:9][N:8]([C:11]2[N:12]=[C:13]3[CH2:24][CH2:23][N:22]([S:40]([CH3:39])(=[O:42])=[O:41])[CH2:21][C:14]3=[N:15][C:16]=2[NH:17][CH:18]([CH3:20])[CH3:19])[CH2:7][CH2:6]1, predict the reactants needed to synthesize it. The reactants are: [F:1][C:2]1[CH:28]=[C:27]([F:29])[CH:26]=[CH:25][C:3]=1[CH2:4][N:5]1[CH2:10][CH2:9][N:8]([C:11]2[N:12]=[C:13]3[CH2:24][CH2:23][NH:22][CH2:21][C:14]3=[N:15][C:16]=2[NH:17][CH:18]([CH3:20])[CH3:19])[CH2:7][CH2:6]1.CCN(C(C)C)C(C)C.[CH3:39][S:40](Cl)(=[O:42])=[O:41]. (6) Given the product [Br:1][C:2]1[CH:3]=[N:4][C:5]([NH:8][C:9]2[CH:26]=[CH:25][C:12]([CH2:13][CH2:14][N:15]3[CH2:20][CH2:19][CH:18]([C:21]([OH:23])=[O:22])[CH2:17][CH2:16]3)=[CH:11][CH:10]=2)=[N:6][CH:7]=1, predict the reactants needed to synthesize it. The reactants are: [Br:1][C:2]1[CH:3]=[N:4][C:5]([NH:8][C:9]2[CH:26]=[CH:25][C:12]([CH2:13][CH2:14][N:15]3[CH2:20][CH2:19][CH:18]([C:21]([O:23]C)=[O:22])[CH2:17][CH2:16]3)=[CH:11][CH:10]=2)=[N:6][CH:7]=1.[Li+].[OH-].Cl.[O-]S([O-])(=O)=O.[Na+].[Na+]. (7) Given the product [NH:12]1[CH:11]=[CH:10][N:9]=[C:8]1[C:5]1[CH:6]=[CH:7][C:2]([C:15]2[C:14]([CH3:13])=[CH:34][CH:33]=[C:17]([C:18]([NH:20][C:21]3[CH:26]=[CH:25][CH:24]=[C:23]([N:27]4[CH2:32][CH2:31][O:30][CH2:29][CH2:28]4)[CH:22]=3)=[O:19])[CH:16]=2)=[CH:3][CH:4]=1, predict the reactants needed to synthesize it. The reactants are: Br[C:2]1[CH:7]=[CH:6][C:5]([C:8]2[NH:9][CH:10]=[CH:11][N:12]=2)=[CH:4][CH:3]=1.[CH3:13][C:14]1[CH:34]=[CH:33][C:17]([C:18]([NH:20][C:21]2[CH:26]=[CH:25][CH:24]=[C:23]([N:27]3[CH2:32][CH2:31][O:30][CH2:29][CH2:28]3)[CH:22]=2)=[O:19])=[CH:16][C:15]=1B1OC(C)(C)C(C)(C)O1. (8) The reactants are: [C:1]([NH:4][NH2:5])(N)=[NH:2].Cl.[CH:7]1([C:10]2[C:19]3[C:14](=[CH:15][CH:16]=[CH:17][CH:18]=3)[C:13]([N:20]=[C:21]=[S:22])=[CH:12][CH:11]=2)[CH2:9][CH2:8]1.C(N(C(C)C)CC)(C)C. Given the product [NH2:2][C:1]1[N:20]([C:13]2[C:14]3[C:19](=[CH:18][CH:17]=[CH:16][CH:15]=3)[C:10]([CH:7]3[CH2:9][CH2:8]3)=[CH:11][CH:12]=2)[C:21]([SH:22])=[N:5][N:4]=1, predict the reactants needed to synthesize it.